Dataset: Forward reaction prediction with 1.9M reactions from USPTO patents (1976-2016). Task: Predict the product of the given reaction. (1) Given the reactants [NH2:1][C:2]1[CH:3]=[CH:4][C:5]([O:24][CH3:25])=[C:6]([S:8]([NH:11][C@@H:12]2[CH2:16][CH2:15][N:14]([C:17](OC(C)(C)C)=O)[CH2:13]2)(=[O:10])=[O:9])[CH:7]=1.CC[N:28](C(C)C)C(C)C.[CH3:35][O:36][C:37]1[CH:45]=[CH:44][CH:43]=[CH:42][C:38]=1[C:39](Cl)=[O:40].Cl.BrC#N.C(O)C(N)(CO)CO, predict the reaction product. The product is: [C:17]([N:14]1[CH2:15][CH2:16][C@@H:12]([NH:11][S:8]([C:6]2[CH:7]=[C:2]([NH:1][C:39](=[O:40])[C:38]3[CH:42]=[CH:43][CH:44]=[CH:45][C:37]=3[O:36][CH3:35])[CH:3]=[CH:4][C:5]=2[O:24][CH3:25])(=[O:9])=[O:10])[CH2:13]1)#[N:28]. (2) Given the reactants C[O:2][C:3](=[O:33])[CH2:4][O:5][C:6]1[CH:14]=[CH:13][C:12]([S:15][CH2:16][C:17]2[CH:22]=[CH:21][C:20]([O:23][CH2:24][C:25]3[CH:30]=[CH:29][C:28]([Cl:31])=[CH:27][C:26]=3[Cl:32])=[CH:19][CH:18]=2)=[C:11]2[C:7]=1[CH2:8][CH2:9][CH2:10]2.[K+].[Br-], predict the reaction product. The product is: [Cl:32][C:26]1[CH:27]=[C:28]([Cl:31])[CH:29]=[CH:30][C:25]=1[CH2:24][O:23][C:20]1[CH:19]=[CH:18][C:17]([CH2:16][S:15][C:12]2[CH:13]=[CH:14][C:6]([O:5][CH2:4][C:3]([OH:33])=[O:2])=[C:7]3[C:11]=2[CH2:10][CH2:9][CH2:8]3)=[CH:22][CH:21]=1. (3) Given the reactants [OH:1][CH2:2][C:3]1[CH:8]=[CH:7][C:6]([C:9]([O:11][C@H:12]2[C@H:32]([O:33][CH3:34])[C@@H:31]([C:35]([O:37][CH3:38])=[O:36])[C@@H:30]3[C@@H:14]([CH2:15][N:16]4[C@H:28]([CH2:29]3)[C:27]3[NH:26][C:25]5[C:20](=[CH:21][CH:22]=[C:23]([O:39][CH3:40])[CH:24]=5)[C:19]=3[CH2:18][CH2:17]4)[CH2:13]2)=[O:10])=[CH:5][CH:4]=1.[C:41](OC(=O)C)(=[O:43])[CH3:42], predict the reaction product. The product is: [C:41]([O:1][CH2:2][C:3]1[CH:8]=[CH:7][C:6]([C:9]([O:11][C@H:12]2[C@H:32]([O:33][CH3:34])[C@@H:31]([C:35]([O:37][CH3:38])=[O:36])[C@@H:30]3[C@@H:14]([CH2:15][N:16]4[C@H:28]([CH2:29]3)[C:27]3[NH:26][C:25]5[C:20](=[CH:21][CH:22]=[C:23]([O:39][CH3:40])[CH:24]=5)[C:19]=3[CH2:18][CH2:17]4)[CH2:13]2)=[O:10])=[CH:5][CH:4]=1)(=[O:43])[CH3:42]. (4) Given the reactants C([O:5][C:6](=[O:18])[CH2:7][CH2:8][C:9]1[CH:14]=[C:13]([F:15])[C:12]([CH3:16])=[C:11]([F:17])[CH:10]=1)CCC.[OH-].[Na+], predict the reaction product. The product is: [F:15][C:13]1[CH:14]=[C:9]([CH2:8][CH2:7][C:6]([OH:18])=[O:5])[CH:10]=[C:11]([F:17])[C:12]=1[CH3:16]. (5) The product is: [ClH:37].[F:26][C:23]1[CH:24]=[CH:25][C:20]([CH:19]2[CH2:18][CH2:17][NH:16][CH2:15][CH:14]2[O:13][CH2:12][C:11]2[CH:10]=[C:9]([C:1]([C:2]3[CH:3]=[CH:4][CH:5]=[CH:6][CH:7]=3)=[O:8])[CH:36]=[CH:35][CH:34]=2)=[CH:21][CH:22]=1. Given the reactants [C:1]([C:9]1[CH:10]=[C:11]([CH:34]=[CH:35][CH:36]=1)[CH2:12][O:13][CH:14]1[CH:19]([C:20]2[CH:25]=[CH:24][C:23]([F:26])=[CH:22][CH:21]=2)[CH2:18][CH2:17][N:16](C(OC(C)(C)C)=O)[CH2:15]1)(=[O:8])[C:2]1[CH:7]=[CH:6][CH:5]=[CH:4][CH:3]=1.[ClH:37], predict the reaction product.